Task: Predict the reaction yield, written as a fraction of the theoretical maximum amount of product (1.0 means a 100% yield; for example, 0.34 means a 34% yield).. Dataset: Reaction yield outcomes from USPTO patents with 853,638 reactions (1) The reactants are [C:1]([O:5][C:6]([NH:8][CH2:9][CH:10]1[CH2:15][CH2:14][CH:13]([NH:16]C(=O)OCC2C=CC=CC=2)[CH2:12][CH2:11]1)=[O:7])([CH3:4])([CH3:3])[CH3:2]. The catalyst is CO. The product is [NH2:16][C@H:13]1[CH2:14][CH2:15][C@H:10]([CH2:9][NH:8][C:6](=[O:7])[O:5][C:1]([CH3:3])([CH3:2])[CH3:4])[CH2:11][CH2:12]1. The yield is 0.950. (2) The reactants are N1C(N)=C2C(N=CN2)=NC=1.[CH3:11][C@@H:12]([O:24]CP(O)(O)=O)[CH2:13][N:14]1[C:18]2[N:19]=[CH:20][N:21]=[C:22]([NH2:23])[C:17]=2[N:16]=[CH:15]1.CC(C)([O-])C.[Mg+2].CC(C)([O-])C.C1(=O)O[C@H](C)CO1.CS(O)(=O)=O. The catalyst is CN(C=O)C.[OH-].[Na+].C1(C)C=CC=CC=1. The product is [OH:24][C@H:12]([CH3:11])[CH2:13][N:14]1[CH:15]=[N:16][C:17]2[C:18]1=[N:19][CH:20]=[N:21][C:22]=2[NH2:23]. The yield is 0.750. (3) The reactants are [Cl:1][C:2]1[C:3]([O:11][CH2:12][CH2:13][CH3:14])=[C:4]([CH:8]=[CH:9][CH:10]=1)[CH2:5]CN.[C:15](Cl)(=[O:18])[CH:16]=[CH2:17].[CH2:20]([N:22](CC)CC)C. The catalyst is C(Cl)Cl. The product is [Cl:1][C:2]1[C:3]([O:11][CH2:12][CH2:13][CH3:14])=[C:4]([CH:8]=[CH:9][CH:10]=1)[CH2:5][N:22]([CH3:20])[C:15](=[O:18])[CH:16]=[CH2:17]. The yield is 0.890.